From a dataset of Full USPTO retrosynthesis dataset with 1.9M reactions from patents (1976-2016). Predict the reactants needed to synthesize the given product. (1) Given the product [CH3:22][C:17]1[C:15]2[N:16]=[C:12]([CH2:8][CH2:9][C:10]#[C:11][C:2]3[CH:7]=[CH:6][CH:5]=[CH:4][N:3]=3)[S:13][C:14]=2[C:20]([CH3:21])=[CH:19][CH:18]=1.[S:13]1[C:14]2[CH:20]=[CH:19][CH:18]=[CH:17][C:15]=2[N:16]=[CH:12]1, predict the reactants needed to synthesize it. The reactants are: Br[C:2]1[CH:7]=[CH:6][CH:5]=[CH:4][N:3]=1.[CH2:8]([C:12]1[S:13][C:14]2[C:20]([CH3:21])=[CH:19][CH:18]=[C:17]([CH3:22])[C:15]=2[N:16]=1)[CH2:9][C:10]#[CH:11]. (2) Given the product [O:19]1[C:18]2[CH:23]=[CH:24][C:15]([CH2:14][N:11]3[CH2:12][CH2:13][CH:8]([NH2:7])[CH2:9][CH2:10]3)=[CH:16][C:17]=2[O:22][CH2:21][CH2:20]1, predict the reactants needed to synthesize it. The reactants are: C(OC(=O)[NH:7][CH:8]1[CH2:13][CH2:12][N:11]([CH2:14][C:15]2[CH:24]=[CH:23][C:18]3[O:19][CH2:20][CH2:21][O:22][C:17]=3[CH:16]=2)[CH2:10][CH2:9]1)(C)(C)C.Cl.C(OCC)(=O)C. (3) The reactants are: [Br:1][C:2]1[CH:3]=[C:4]([OH:8])[CH:5]=[CH:6][CH:7]=1.FC(F)(F)S(O[Si:15]([CH:22]([CH3:24])[CH3:23])([CH:19]([CH3:21])[CH3:20])[CH:16]([CH3:18])[CH3:17])(=O)=O.N1C(C)=CC=CC=1C. Given the product [Br:1][C:2]1[CH:7]=[CH:6][CH:5]=[C:4]([O:8][Si:15]([CH:22]([CH3:24])[CH3:23])([CH:19]([CH3:21])[CH3:20])[CH:16]([CH3:18])[CH3:17])[CH:3]=1, predict the reactants needed to synthesize it. (4) Given the product [NH:1]([C:2]1[CH:10]=[C:9]2[C:5]([CH2:6][CH2:7][C:8]2=[O:11])=[CH:4][CH:3]=1)[NH2:12], predict the reactants needed to synthesize it. The reactants are: [NH2:1][C:2]1[CH:10]=[C:9]2[C:5]([CH2:6][CH2:7][C:8]2=[O:11])=[CH:4][CH:3]=1.[N:12]([O-])=O.[Na+].O.O.Cl[Sn]Cl. (5) The reactants are: [CH2:1]([C@H:3]1[N:12]([C:13](=[O:22])[C:14]2[CH:19]=[CH:18][CH:17]=[C:16]([O:20][CH3:21])[CH:15]=2)[C:11]2[C:6](=[CH:7][C:8]([F:23])=[CH:9][CH:10]=2)[NH:5][C:4]1=[O:24])[CH3:2].[I-].[K+].[CH2:27](Br)[C:28]1[CH:33]=[CH:32][CH:31]=[CH:30][CH:29]=1.C(N1C2C(=CC=C(F)C=2)N(C(=O)C2C=CC(OC)=CC=2)[C@H](CC)C1=O)C1C=CC=CC=1. Given the product [CH2:27]([N:5]1[C:6]2[C:11](=[CH:10][CH:9]=[C:8]([F:23])[CH:7]=2)[N:12]([C:13](=[O:22])[C:14]2[CH:19]=[CH:18][CH:17]=[C:16]([O:20][CH3:21])[CH:15]=2)[C@H:3]([CH2:1][CH3:2])[C:4]1=[O:24])[C:28]1[CH:33]=[CH:32][CH:31]=[CH:30][CH:29]=1, predict the reactants needed to synthesize it. (6) Given the product [Cl:29][C:18]1[CH:17]=[C:16]([O:15][C:9]2[C:8]3[C:13](=[CH:14][C:5]([O:4][CH2:3][CH2:2][N:39]([CH2:40][CH2:41][OH:42])[CH3:38])=[C:6]([O:30][CH3:31])[CH:7]=3)[N:12]=[CH:11][CH:10]=2)[CH:21]=[CH:20][C:19]=1[NH:22][C:23]([NH:25][CH2:26][CH2:27][CH3:28])=[O:24], predict the reactants needed to synthesize it. The reactants are: Br[CH2:2][CH2:3][O:4][C:5]1[CH:14]=[C:13]2[C:8]([C:9]([O:15][C:16]3[CH:21]=[CH:20][C:19]([NH:22][C:23]([NH:25][CH2:26][CH2:27][CH3:28])=[O:24])=[C:18]([Cl:29])[CH:17]=3)=[CH:10][CH:11]=[N:12]2)=[CH:7][C:6]=1[O:30][CH3:31].C(=O)([O-])[O-].[K+].[K+].[CH3:38][NH:39][CH2:40][CH2:41][OH:42].O.